This data is from Forward reaction prediction with 1.9M reactions from USPTO patents (1976-2016). The task is: Predict the product of the given reaction. Given the reactants [Br:1][C:2]1[CH:3]=[CH:4][C:5]([C:8]([N:10]([C@@H:12]2[CH2:17][CH2:16][NH:15][CH2:14][C@H:13]2[C:18]2[CH:23]=[CH:22][C:21]([Cl:24])=[C:20]([Cl:25])[CH:19]=2)[CH3:11])=[O:9])=[N:6][CH:7]=1.[OH:26][CH2:27][C:28]([N:30]1[CH2:35][CH2:34][CH:33]([C:36](O)=[O:37])[CH2:32][CH2:31]1)=[O:29], predict the reaction product. The product is: [Br:1][C:2]1[CH:3]=[CH:4][C:5]([C:8]([N:10]([C@@H:12]2[CH2:17][CH2:16][N:15]([C:36]([CH:33]3[CH2:34][CH2:35][N:30]([C:28](=[O:29])[CH2:27][OH:26])[CH2:31][CH2:32]3)=[O:37])[CH2:14][C@H:13]2[C:18]2[CH:23]=[CH:22][C:21]([Cl:24])=[C:20]([Cl:25])[CH:19]=2)[CH3:11])=[O:9])=[N:6][CH:7]=1.